From a dataset of Full USPTO retrosynthesis dataset with 1.9M reactions from patents (1976-2016). Predict the reactants needed to synthesize the given product. (1) Given the product [Cl:22][C:18]1[CH:17]=[C:16]([CH:9]2[CH2:10][C:11]3([O:15][CH2:14][CH2:13][O:12]3)[C:4]3[C:5](=[CH:6][CH:7]=[C:2]([CH2:62][CH2:61][C:60]([O:59][CH2:57][CH3:58])=[O:64])[CH:3]=3)[O:8]2)[CH:21]=[CH:20][CH:19]=1, predict the reactants needed to synthesize it. The reactants are: Br[C:2]1[CH:3]=[C:4]2[C:11]3([O:15][CH2:14][CH2:13][O:12]3)[CH2:10][CH:9]([C:16]3[CH:21]=[CH:20][CH:19]=[C:18]([Cl:22])[CH:17]=3)[O:8][C:5]2=[CH:6][CH:7]=1.C1NC2NC(N)=NC(=O)C=2N2C1CN(C1C=CC(C(N[C@H](C(O)=O)CCC(O)=O)=O)=CC=1)C2.[Br-].[CH2:57]([O:59][C:60](=[O:64])[CH2:61][CH2:62][Zn+])[CH3:58]. (2) Given the product [Br:1][C:2]1[CH:3]=[C:4]2[C:9](=[CH:10][CH:11]=1)[N:8]=[C:7]([C:12]1[CH:17]=[CH:16][CH:15]=[C:14]([C:18]([F:21])([F:19])[F:20])[CH:13]=1)[C:6]([CH3:22])=[C:5]2[C:23]([O:25][CH3:26])=[O:24], predict the reactants needed to synthesize it. The reactants are: [Br:1][C:2]1[CH:3]=[C:4]2[C:9](=[CH:10][CH:11]=1)[N:8]=[C:7]([C:12]1[CH:17]=[CH:16][CH:15]=[C:14]([C:18]([F:21])([F:20])[F:19])[CH:13]=1)[C:6]([CH3:22])=[C:5]2[C:23]([OH:25])=[O:24].[C:26](Cl)(=O)C(Cl)=O.CO. (3) Given the product [NH2:1][C:2]1[N:3]=[C:5]([NH:4][C:7]2[CH:8]=[CH:9][C:10]([N:13]3[CH2:14][CH2:15][N:16]([CH2:19][CH:20]4[CH2:22][CH2:21]4)[CH2:17][CH2:18]3)=[CH:11][CH:12]=2)[S:6][C:33]=1[C:32]([C:30]1[CH:29]=[CH:28][C:27]2[O:23][CH2:24][O:25][C:26]=2[CH:31]=1)=[O:35], predict the reactants needed to synthesize it. The reactants are: [N:1]#[C:2][NH2:3].[N:4]([C:7]1[CH:12]=[CH:11][C:10]([N:13]2[CH2:18][CH2:17][N:16]([CH2:19][CH:20]3[CH2:22][CH2:21]3)[CH2:15][CH2:14]2)=[CH:9][CH:8]=1)=[C:5]=[S:6].[O:23]1[C:27]2[CH:28]=[CH:29][C:30]([C:32](=[O:35])[CH2:33]Br)=[CH:31][C:26]=2[O:25][CH2:24]1. (4) Given the product [Cl:17][C:5]1[C:4]2[C:9](=[CH:10][CH:11]=[C:2]([C:30]([C:29]3[C:24]([CH3:23])=[N:25][C:26]([CH3:38])=[CH:27][CH:28]=3)([C:32]3[N:36]([CH3:37])[N:35]=[N:34][CH:33]=3)[OH:31])[CH:3]=2)[N:8]=[C:7]([O:12][CH3:13])[C:6]=1[CH:14]([CH3:16])[CH3:15], predict the reactants needed to synthesize it. The reactants are: Br[C:2]1[CH:3]=[C:4]2[C:9](=[CH:10][CH:11]=1)[N:8]=[C:7]([O:12][CH3:13])[C:6]([CH:14]([CH3:16])[CH3:15])=[C:5]2[Cl:17].[Li]CCCC.[CH3:23][C:24]1[C:29]([C:30]([C:32]2[N:36]([CH3:37])[N:35]=[N:34][CH:33]=2)=[O:31])=[CH:28][CH:27]=[C:26]([CH3:38])[N:25]=1. (5) Given the product [C:5]([Cl:3])(=[O:24])[CH2:6][CH2:7][CH2:8][CH2:9][CH2:10][CH2:11][CH2:12]/[CH:13]=[CH:14]\[CH2:15]/[CH:16]=[CH:17]\[CH2:18][CH2:19][CH2:20][CH2:21][CH3:22], predict the reactants needed to synthesize it. The reactants are: S(Cl)([Cl:3])=O.[C:5]([OH:24])(=O)[CH2:6][CH2:7][CH2:8][CH2:9][CH2:10][CH2:11][CH2:12]/[CH:13]=[CH:14]\[CH2:15]/[CH:16]=[CH:17]\[CH2:18][CH2:19][CH2:20][CH2:21][CH3:22]. (6) Given the product [OH:25][CH:1]([C:3]1[N:4]=[CH:5][S:6][C:7]=1[CH2:8][S:9][C:10]1[N:15]=[C:14]([OH:16])[CH:13]=[C:12]([C:17]([F:20])([F:19])[F:18])[N:11]=1)[CH3:2], predict the reactants needed to synthesize it. The reactants are: [CH:1]([C:3]1[N:4]=[CH:5][S:6][C:7]=1[CH2:8][S:9][C:10]1[N:15]=[C:14]([OH:16])[CH:13]=[C:12]([C:17]([F:20])([F:19])[F:18])[N:11]=1)=[CH2:2].B.C1C[O:25]CC1.OO.O. (7) Given the product [NH2:7][C@@H:8]([CH2:26][CH:27]([CH3:29])[CH3:28])[CH2:9][O:10][C:11]1[CH:16]=[CH:15][C:14]2[C:24]3[C:19](=[C:20]([CH3:25])[N:21]=[CH:22][CH:23]=3)[C:18](=[O:17])[O:32][C:31]=2[CH:33]=1, predict the reactants needed to synthesize it. The reactants are: C(OC(=O)[NH:7][C@@H:8]([CH2:26][CH:27]([CH3:29])[CH3:28])[CH2:9][O:10][C:11]1C=C[C:14]2[C:24]3[C:19](=[C:20]([CH3:25])[N:21]=[CH:22][CH:23]=3)[CH2:18][O:17][C:15]=2[CH:16]=1)(C)(C)C.[C:31](O)([C:33](F)(F)F)=[O:32].C([O-])(O)=O.[Na+].